This data is from Experimentally validated miRNA-target interactions with 360,000+ pairs, plus equal number of negative samples. The task is: Binary Classification. Given a miRNA mature sequence and a target amino acid sequence, predict their likelihood of interaction. (1) The miRNA is mmu-miR-6953-5p with sequence AAGGGGCAGGGGCAGGGAUUCAAGUG. The protein sequence of the target gene is MTCPRNVTPNSYAEPLAAPGGGERYSRSAGMYMQSGSDFNCGVMRGCGLAPSLSKRDEGSSPSLALNTYPSYLSQLDSWGDPKAAYRLEQPVGRPLSSCSYPPSVKEENVCCMYSAEKRAKSGPEAALYSHPLPESCLGEHEVPVPSYYRASPSYSALDKTPHCSGANDFEAPFEQRASLNPRAEHLESPQLGGKVSFPETPKSDSQTPSPNEIKTEQSLAGPKGSPSESEKERAKAADSSPDTSDNEAKEEIKAENTTGNWLTAKSGRKKRCPYTKHQTLELEKEFLFNMYLTRERRLE.... Result: 0 (no interaction). (2) The miRNA is hsa-miR-4733-3p with sequence CCACCAGGUCUAGCAUUGGGAU. The protein sequence of the target gene is MEPATTLPPGPRPALPLGGPGPLGEFLPPPECPVFEPSWEEFADPFAFIHKIRPIAEQTGICKVRPPPDWQPPFACDVDKLHFTPRIQRLNELEAQTRVKLNFLDQIAKYWELQGSTLKIPHVERKILDLFQLNKLVAEEGGFAVVCKDRKWTKIATKMGFAPGKAVGSHIRGHYERILNPYNLFLSGDSLRCLQKPNLTSDTKDKEYKPHDIPQRQSVQPAETCPPARRAKRMRAEAMNIKIEPEEATEARTHNLRRRMGCTTPKWENEKEMKSTIKQEPTEKKDCELESEKEKPKSRA.... Result: 0 (no interaction). (3) The protein sequence of the target gene is MRLATVIVLCSLFLGVSGDGWYSFFREAVQGTWDLWRAYRDNLEANYQNADQYFYARGNYEAQQRGSGGIWAAKIISTSRKYFQGLLNRYYFGIRNHGLETLQATQKAEEWGRSGKNPNHFRPEGLPEKF. The miRNA is mmu-miR-466i-5p with sequence UGUGUGUGUGUGUGUGUGUG. Result: 1 (interaction). (4) The miRNA is hsa-miR-296-3p with sequence GAGGGUUGGGUGGAGGCUCUCC. The protein sequence of the target gene is MSAETASGPTEDQVEILEYNFNKVDKHPDSTTLCLIAAEAGLSEEETQKWFKQRLAKWRRSEGLPSECRSVTD. Result: 0 (no interaction). (5) The miRNA is hsa-miR-365a-3p with sequence UAAUGCCCCUAAAAAUCCUUAU. The protein sequence of the target gene is MARQPYRFPQARIPERGSGVFRLTVRNAMAHRDSEMKEECLREDLKFYFMSPCEKYRARRQIPWKLGLQILKIVMVTTQLVRFGLSNQLVVAFKEDNTVAFKHLFLKGYSGTDEDDYSCSVYTQEDAYESIFFAINQYHQLKDITLGTLGYGENEDNRIGLKVCKQHYKKGTMFPSNETLNIDNDVELDCVQLDLQDLSKKPPDWKNSSFFRLEFYRLLQVEISFHLKGIDLQTIHSRELPDCYVFQNTIIFDNKAHSGKIKIYFDSDAKIEECKDLNIFGSTQKNAQYVLVFDAFVIVI.... Result: 1 (interaction).